Dataset: Full USPTO retrosynthesis dataset with 1.9M reactions from patents (1976-2016). Task: Predict the reactants needed to synthesize the given product. (1) Given the product [C:84]([CH2:83][CH2:82][CH2:78][NH:77][C:75]([CH:157]([NH:156][C:154](=[O:155])[C:153]1[CH:152]=[CH:151][C:150]([CH2:149][N:140]2[C:139]3[CH:138]=[CH:137][C:136]([C:135]4[N:131]=[N:132][NH:133][N:134]=4)=[CH:148][C:147]=3[C:146]3[C:141]2=[CH:142][CH:143]=[CH:144][CH:145]=3)=[CH:164][CH:163]=1)[CH2:30][CH2:25][C:24]([NH:23][CH2:10][CH2:11][CH2:12][C:13]([OH:15])=[O:14])=[O:50])=[O:76])([OH:86])=[O:85], predict the reactants needed to synthesize it. The reactants are: O=C1CCC(=O)N1OC(=O)[C@@H:10]([NH:23][C:24](=[O:50])[C:25]1[CH:30]=CC(CN2C3C=CC(C4N=NNN=4)=CC=3C3C2=CC=CC=3)=CC=1)[CH2:11][CH2:12][C:13]([O:15]N1C(=O)CCC1=O)=[O:14].N1NN=NC=1C1C=CC2N(CC3C=CC([C:75]([NH:77][C@@H:78]([CH2:82][CH2:83][C:84]([OH:86])=[O:85])C(O)=O)=[O:76])=CC=3)C3C(C=2C=1)=CC=CC=3.O=C1CCC(=O)N1OC(=O)C1C=CC(CN2C3C=CC(C4N=NNN=4)=CC=3C3C2=CC=CC=3)=CC=1.NCCCC(O)=O.[N:131]1[NH:132][N:133]=[N:134][C:135]=1[C:136]1[CH:137]=[CH:138][C:139]2[N:140]([CH2:149][C:150]3[CH:164]=[CH:163][C:153]([C:154]([NH:156][CH2:157]CCC(O)=O)=[O:155])=[CH:152][CH:151]=3)[C:141]3[C:146]([C:147]=2[CH:148]=1)=[CH:145][CH:144]=[CH:143][CH:142]=3. (2) The reactants are: [C:1]([O:5][C:6]([CH2:8][O:9][C:10]1[CH:11]=[C:12]([C:16](=[O:29])[CH2:17][CH2:18][C:19]2[CH:24]=[CH:23][C:22]([O:25][CH3:26])=[C:21]([O:27][CH3:28])[CH:20]=2)[CH:13]=[CH:14][CH:15]=1)=[O:7])([CH3:4])([CH3:3])[CH3:2].B(Cl)([C@@H]1[C@@H](C)[C@H]2C(C)(C)[C@@H](C2)C1)[C@@H]1[C@@H](C)[C@@H]2C(C)(C)[C@@H](C2)C1. Given the product [C:1]([O:5][C:6]([CH2:8][O:9][C:10]1[CH:11]=[C:12]([CH:16]([OH:29])[CH2:17][CH2:18][C:19]2[CH:24]=[CH:23][C:22]([O:25][CH3:26])=[C:21]([O:27][CH3:28])[CH:20]=2)[CH:13]=[CH:14][CH:15]=1)=[O:7])([CH3:3])([CH3:4])[CH3:2], predict the reactants needed to synthesize it. (3) Given the product [CH2:1]([O:3][C:4](=[O:14])[CH2:5][CH:6]([N:7]([C:18]1[C:19]([N+:23]([O-:25])=[O:24])=[CH:20][N:21]=[C:16]([Cl:15])[N:17]=1)[CH:8]1[CH2:9][CH2:10][CH2:11][CH2:12]1)[CH3:26])[CH3:2], predict the reactants needed to synthesize it. The reactants are: [CH2:1]([O:3][C:4](=[O:14])[CH:5](C)[CH2:6][NH:7][CH:8]1[CH2:12][CH2:11][CH2:10][CH2:9]1)[CH3:2].[Cl:15][C:16]1[N:21]=[C:20](Cl)[C:19]([N+:23]([O-:25])=[O:24])=[CH:18][N:17]=1.[C:26](=O)(O)[O-].[K+]. (4) Given the product [N:1]1([C:6]2[CH:7]=[CH:8][C:9]([CH2:10][NH2:11])=[CH:12][CH:13]=2)[CH:5]=[CH:4][N:3]=[CH:2]1, predict the reactants needed to synthesize it. The reactants are: [N:1]1([C:6]2[CH:13]=[CH:12][C:9]([C:10]#[N:11])=[CH:8][CH:7]=2)[CH:5]=[CH:4][N:3]=[CH:2]1.[H-].[H-].[H-].[H-].[Li+].[Al+3].C1COCC1. (5) Given the product [C:16]([O:19][C:11]([N:6]1[C:5]2[CH:9]=[CH:10][C:2]([Br:1])=[CH:3][C:4]=2[N:8]=[N:7]1)=[O:12])([CH3:18])([CH3:17])[CH3:15], predict the reactants needed to synthesize it. The reactants are: [Br:1][C:2]1[CH:10]=[CH:9][C:5]2[NH:6][N:7]=[N:8][C:4]=2[CH:3]=1.[C:11](Cl)(Cl)=[O:12].[CH3:15][C:16]([OH:19])([CH3:18])[CH3:17].N1C=CC=CC=1.